Dataset: Catalyst prediction with 721,799 reactions and 888 catalyst types from USPTO. Task: Predict which catalyst facilitates the given reaction. (1) Reactant: C([Li])CCC.C(NC(C)C)(C)C.[F:13][C:14]1[CH:19]=[CH:18][C:17]([CH3:20])=[CH:16][N:15]=1.C([O:24][B:25](OC(C)C)[O:26]C(C)C)(C)C. Product: [F:13][C:14]1[C:19]([B:25]([OH:26])[OH:24])=[CH:18][C:17]([CH3:20])=[CH:16][N:15]=1. The catalyst class is: 1. (2) Reactant: [C:1]1([C:3](=[CH:5][CH:6]=[CH:7][CH:8]=1)[OH:4])[OH:2].C/C(/O)=C/C(C)=O.C/C(/O)=C/C(C)=O.C/C(/O)=C/C(C)=O.[V:30]. Product: [C:1]1([C:3](=[CH:5][CH:6]=[CH:7][CH:8]=1)[O-:4])[O-:2].[V+5:30].[C:1]1([C:3](=[CH:5][CH:6]=[CH:7][CH:8]=1)[O-:4])[O-:2].[C:1]1([C:3](=[CH:5][CH:6]=[CH:7][CH:8]=1)[O-:4])[O-:2].[C:1]1([C:3](=[CH:5][CH:6]=[CH:7][CH:8]=1)[O-:4])[O-:2].[C:1]1([C:3](=[CH:5][CH:6]=[CH:7][CH:8]=1)[O-:4])[O-:2].[V+5:30]. The catalyst class is: 113.